From a dataset of Full USPTO retrosynthesis dataset with 1.9M reactions from patents (1976-2016). Predict the reactants needed to synthesize the given product. The reactants are: C[Si](C)(C)[C:3]#[C:4][C:5]1[N:10]=[CH:9][C:8]([NH:11][C:12](=[O:18])[O:13][C:14]([CH3:17])([CH3:16])[CH3:15])=[CH:7][CH:6]=1.[F-].C([N+](CCCC)(CCCC)CCCC)CCC. Given the product [C:4]([C:5]1[N:10]=[CH:9][C:8]([NH:11][C:12](=[O:18])[O:13][C:14]([CH3:16])([CH3:15])[CH3:17])=[CH:7][CH:6]=1)#[CH:3], predict the reactants needed to synthesize it.